From a dataset of Catalyst prediction with 721,799 reactions and 888 catalyst types from USPTO. Predict which catalyst facilitates the given reaction. (1) Reactant: [CH2:1]([O:3][C:4]([C:6]1[N:7]([S:16]([C:19]2[CH:24]=[CH:23][C:22]([CH3:25])=[CH:21][CH:20]=2)(=[O:18])=[O:17])[C:8]2[C:13]([CH:14]=1)=[CH:12][C:11](Br)=[CH:10][CH:9]=2)=[O:5])[CH3:2].[C:26]([O:30][C:31]([N:33]1[CH2:38][CH:37]=[C:36](B2OC(C)(C)C(C)(C)O2)[CH2:35][CH2:34]1)=[O:32])([CH3:29])([CH3:28])[CH3:27].P([O-])([O-])([O-])=O.[K+].[K+].[K+].O1CCOCC1. Product: [CH2:1]([O:3][C:4]([C:6]1[N:7]([S:16]([C:19]2[CH:24]=[CH:23][C:22]([CH3:25])=[CH:21][CH:20]=2)(=[O:18])=[O:17])[C:8]2[C:13]([CH:14]=1)=[CH:12][C:11]([C:36]1[CH2:37][CH2:38][N:33]([C:31]([O:30][C:26]([CH3:29])([CH3:28])[CH3:27])=[O:32])[CH2:34][CH:35]=1)=[CH:10][CH:9]=2)=[O:5])[CH3:2]. The catalyst class is: 690. (2) Reactant: [F:1][C:2]([F:19])([F:18])[S:3]([O:6][C:7]1[CH:16]=[CH:15][C:14]2[C:9](=[CH:10][C:11]([OH:17])=[CH:12][CH:13]=2)[CH:8]=1)(=[O:5])=[O:4].C(=O)([O-])[O-].[Cs+].[Cs+].[CH3:26][O:27][C:28](=[O:33])[CH:29](Br)[CH2:30][CH3:31]. Product: [F:19][C:2]([F:18])([F:1])[S:3]([O:6][C:7]1[CH:8]=[C:9]2[C:14]([CH:13]=[CH:12][C:11]([O:17][CH:29]([CH2:30][CH3:31])[C:28]([O:27][CH3:26])=[O:33])=[CH:10]2)=[CH:15][CH:16]=1)(=[O:4])=[O:5]. The catalyst class is: 21. (3) Reactant: Cl[C:2]1[N:7]=[C:6]([C:8]2[C:16]3[C:11](=[CH:12][CH:13]=[CH:14][CH:15]=3)[N:10]([S:17]([C:20]3[CH:25]=[CH:24][CH:23]=[CH:22][CH:21]=3)(=[O:19])=[O:18])[CH:9]=2)[C:5]([Cl:26])=[CH:4][N:3]=1.[CH2:27]([O:34][C:35](=[O:45])[NH:36][C:37]1([CH3:44])[CH2:42][CH2:41][CH2:40][CH:39]([NH2:43])[CH2:38]1)[C:28]1[CH:33]=[CH:32][CH:31]=[CH:30][CH:29]=1.Cl.CCN(C(C)C)C(C)C. Product: [CH2:27]([O:34][C:35](=[O:45])[NH:36][C:37]1([CH3:44])[CH2:42][CH2:41][CH2:40][CH:39]([NH:43][C:2]2[N:7]=[C:6]([C:8]3[C:16]4[C:11](=[CH:12][CH:13]=[CH:14][CH:15]=4)[N:10]([S:17]([C:20]4[CH:21]=[CH:22][CH:23]=[CH:24][CH:25]=4)(=[O:19])=[O:18])[CH:9]=3)[C:5]([Cl:26])=[CH:4][N:3]=2)[CH2:38]1)[C:28]1[CH:29]=[CH:30][CH:31]=[CH:32][CH:33]=1. The catalyst class is: 296. (4) The catalyst class is: 248. Product: [Br:22][C:23]1[CH:28]=[C:27]([CH:26]=[C:25]([Br:31])[CH:24]=1)[CH2:29][O:1][C:2]1[CH:7]=[CH:6][CH:5]=[CH:4][C:3]=1[CH2:8][C:9]([O:11][C:12]([CH3:15])([CH3:14])[CH3:13])=[O:10]. Reactant: [OH:1][C:2]1[CH:7]=[CH:6][CH:5]=[CH:4][C:3]=1[CH2:8][C:9]([O:11][C:12]([CH3:15])([CH3:14])[CH3:13])=[O:10].C([O-])([O-])=O.[K+].[K+].[Br:22][C:23]1[CH:28]=[C:27]([CH2:29]Br)[CH:26]=[C:25]([Br:31])[CH:24]=1. (5) Reactant: [CH:1]([NH:4][CH:5]([CH3:7])[CH3:6])([CH3:3])[CH3:2].COP(O[C:15](=[C:22]([F:24])[F:23])[CH2:16][C:17]([O:19][CH2:20][CH3:21])=[O:18])(OC)=O. Product: [CH:1]([N:4]([CH:5]([CH3:7])[CH3:6])[C:15](=[C:22]([F:24])[F:23])[CH2:16][C:17]([O:19][CH2:20][CH3:21])=[O:18])([CH3:3])[CH3:2]. The catalyst class is: 310.